Dataset: Catalyst prediction with 721,799 reactions and 888 catalyst types from USPTO. Task: Predict which catalyst facilitates the given reaction. (1) Reactant: [CH2:1]1[O:17][C:16]2[C:3](=[C:4]([CH:13]=[CH:14][CH:15]=2)[CH2:5][CH2:6][CH:7]2[CH2:12][CH2:11][NH:10][CH2:9][CH2:8]2)[O:2]1.Cl[CH2:19][C:20]1[C:21]([O:26][CH3:27])=[N:22][CH:23]=[CH:24][CH:25]=1.C(=O)([O-])[O-].[K+].[K+].O. Product: [CH3:27][O:26][C:21]1[C:20]([CH2:19][N:10]2[CH2:9][CH2:8][CH:7]([CH2:6][CH2:5][C:4]3[CH:13]=[CH:14][CH:15]=[C:16]4[O:17][CH2:1][O:2][C:3]=34)[CH2:12][CH2:11]2)=[CH:25][CH:24]=[CH:23][N:22]=1. The catalyst class is: 9. (2) Reactant: [NH2:1][C:2]1[CH:22]=[C:21]([Cl:23])[C:5]2[O:6][C:7]3[C:16]([CH3:17])=[CH:15][C:14]([C:18]([OH:20])=[O:19])=[CH:13][C:8]=3[S:9](=[O:12])(=[O:11])[CH2:10][C:4]=2[CH:3]=1.[CH3:24][O-].[Na+].C=O.[BH4-].[Na+].[OH-].[K+]. Product: [Cl:23][C:21]1[C:5]2[O:6][C:7]3[C:16]([CH3:17])=[CH:15][C:14]([C:18]([OH:20])=[O:19])=[CH:13][C:8]=3[S:9](=[O:11])(=[O:12])[CH2:10][C:4]=2[CH:3]=[C:2]([NH:1][CH3:24])[CH:22]=1. The catalyst class is: 5. (3) Reactant: [Si](OCC1N=CN(CCF)C=1)(C(C)(C)C)(C1C=CC=CC=1)C1C=CC=CC=1.[Si:28]([O:45][CH2:46][C:47]1[N:51]([CH2:52][CH2:53]F)[CH:50]=[N:49][CH:48]=1)([C:41]([CH3:44])([CH3:43])[CH3:42])([C:35]1[CH:40]=[CH:39][CH:38]=[CH:37][CH:36]=1)[C:29]1[CH:34]=[CH:33][CH:32]=[CH:31][CH:30]=1.C([Li])CCC.[Cl-].[NH4+]. Product: [Si:28]([O:45][CH2:46][C:47]1[N:51]([CH:52]=[CH2:53])[CH:50]=[N:49][CH:48]=1)([C:41]([CH3:44])([CH3:42])[CH3:43])([C:35]1[CH:40]=[CH:39][CH:38]=[CH:37][CH:36]=1)[C:29]1[CH:34]=[CH:33][CH:32]=[CH:31][CH:30]=1. The catalyst class is: 1. (4) Reactant: [N+:1]([C:4]1[CH:5]=[N:6][C:7]2[C:12]([C:13]=1[NH:14][CH2:15][C:16]1([OH:20])[CH2:19][CH2:18][CH2:17]1)=[CH:11][CH:10]=[CH:9][CH:8]=2)([O-])=O. Product: [NH2:1][C:4]1[CH:5]=[N:6][C:7]2[C:12]([C:13]=1[NH:14][CH2:15][C:16]1([OH:20])[CH2:19][CH2:18][CH2:17]1)=[CH:11][CH:10]=[CH:9][CH:8]=2. The catalyst class is: 261. (5) Reactant: [NH2:1][C:2]1[CH:3]=[C:4]2[C:8](=[CH:9][CH:10]=1)[CH:7](O)[CH2:6][CH2:5]2.Cl. Product: [CH2:5]1[C:4]2[C:8](=[CH:9][CH:10]=[C:2]([NH2:1])[CH:3]=2)[CH:7]=[CH:6]1. The catalyst class is: 5. (6) Reactant: [OH:1][C@@H:2]1[C:10]2[C:5](=[CH:6][CH:7]=[CH:8][CH:9]=2)[CH2:4][C@@:3]1([CH2:20][C:21]1[CH:29]=[CH:28][C:24]([C:25]([OH:27])=[O:26])=[CH:23][CH:22]=1)[C:11]1[CH2:12][C:13]2[C:18]([CH:19]=1)=[CH:17][CH:16]=[CH:15][CH:14]=2.C([O-])([O-])=O.[K+].[K+].[CH2:36](I)[CH3:37]. Product: [OH:1][C@@H:2]1[C:10]2[C:5](=[CH:6][CH:7]=[CH:8][CH:9]=2)[CH2:4][C@@:3]1([CH2:20][C:21]1[CH:29]=[CH:28][C:24]([C:25]([O:27][CH2:36][CH3:37])=[O:26])=[CH:23][CH:22]=1)[C:11]1[CH2:12][C:13]2[C:18]([CH:19]=1)=[CH:17][CH:16]=[CH:15][CH:14]=2. The catalyst class is: 517.